This data is from Reaction yield outcomes from USPTO patents with 853,638 reactions. The task is: Predict the reaction yield, written as a fraction of the theoretical maximum amount of product (1.0 means a 100% yield; for example, 0.34 means a 34% yield). (1) The catalyst is C(Cl)Cl. The product is [C:1]([O:5][C:6]([NH:8][C@H:9]([CH2:16][O:17][S:24]([C:21]1[CH:22]=[CH:23][C:18]([CH3:28])=[CH:19][CH:20]=1)(=[O:26])=[O:25])[CH2:10][CH2:11][C:12]([O:14][CH3:15])=[O:13])=[O:7])([CH3:2])([CH3:4])[CH3:3]. The reactants are [C:1]([O:5][C:6]([NH:8][C@H:9]([CH2:16][OH:17])[CH2:10][CH2:11][C:12]([O:14][CH3:15])=[O:13])=[O:7])([CH3:4])([CH3:3])[CH3:2].[C:18]1([CH3:28])[CH:23]=[CH:22][C:21]([S:24](Cl)(=[O:26])=[O:25])=[CH:20][CH:19]=1.C(N(CC)CC)C. The yield is 0.540. (2) The reactants are Br[C:2]1[CH:3]=[C:4]([O:8][CH3:9])[CH:5]=[N:6][CH:7]=1.[CH3:10][CH:11]([OH:15])[CH2:12][CH:13]=[CH2:14].C(N(CC)CC)C.C(#N)C. The catalyst is O.C([O-])(=O)C.[Pd+2].C([O-])(=O)C.C1(C)C=CC=CC=1P(C1C=CC=CC=1C)C1C=CC=CC=1C. The product is [CH3:9][O:8][C:4]1[CH:3]=[C:2](/[CH:14]=[CH:13]/[CH2:12][CH:11]([OH:15])[CH3:10])[CH:7]=[N:6][CH:5]=1. The yield is 0.703.